This data is from Reaction yield outcomes from USPTO patents with 853,638 reactions. The task is: Predict the reaction yield, written as a fraction of the theoretical maximum amount of product (1.0 means a 100% yield; for example, 0.34 means a 34% yield). (1) The reactants are [Cl:1][C:2]1[CH:7]=[CH:6][C:5]([CH2:8][CH2:9][NH2:10])=[CH:4][CH:3]=1.CCN(C(C)C)C(C)C.[Cl:20][C:21]1[CH:29]=[CH:28][C:24]([C:25](Cl)=[O:26])=[CH:23][C:22]=1[N+:30]([O-:32])=[O:31]. The catalyst is C(Cl)Cl. The product is [Cl:1][C:2]1[CH:7]=[CH:6][C:5]([CH2:8][CH2:9][NH:10][C:25](=[O:26])[C:24]2[CH:28]=[CH:29][C:21]([Cl:20])=[C:22]([N+:30]([O-:32])=[O:31])[CH:23]=2)=[CH:4][CH:3]=1. The yield is 0.860. (2) The reactants are [Br:1][C:2]1[CH:7]=[CH:6][C:5]([S:8][CH2:9][C:10]([NH:12][C:13]2[C:14]([C:26]([OH:28])=O)=[N:15][N:16]([CH2:18][CH2:19][C:20]3[CH:25]=[CH:24][CH:23]=[CH:22][CH:21]=3)[CH:17]=2)=[O:11])=[CH:4][CH:3]=1.C(=O)([O-])[O-].[CH2:33]([N:35](CC)CC)[CH3:34].ClCCN. The catalyst is O1CCCC1.CN(C1C=CC=CN=1)C. The product is [Br:1][C:2]1[CH:3]=[CH:4][C:5]([S:8][CH2:9][C:10]([NH:12][C:13]2[C:14]([C:26]3[O:28][CH2:34][CH2:33][N:35]=3)=[N:15][N:16]([CH2:18][CH2:19][C:20]3[CH:25]=[CH:24][CH:23]=[CH:22][CH:21]=3)[CH:17]=2)=[O:11])=[CH:6][CH:7]=1. The yield is 0.990. (3) The reactants are [C:1]([O:5]O)(C)([CH3:3])[CH3:2].[CH3:7][C:8]([CH3:28])([CH3:27])[C:9]([O:11][CH2:12][C:13]1[NH:22][C:21](=[O:23])[C:20]2[C:15](=[CH:16][C:17]3CCC[C:18]=3[CH:19]=2)[N:14]=1)=[O:10]. The catalyst is C(Cl)Cl. The product is [CH3:7][C:8]([CH3:28])([CH3:27])[C:9]([O:11][CH2:12][C:13]1[NH:22][C:21](=[O:23])[C:20]2[C:15](=[CH:16][C:17]3[CH2:18][CH2:3][C:1](=[O:5])[C:2]=3[CH:19]=2)[N:14]=1)=[O:10]. The yield is 0.450. (4) The reactants are [CH:1]1([N:7]2[C:12]([OH:13])=[C:11]([C:14]([NH:16][CH2:17][C:18]([O:20]CC)=[O:19])=[O:15])[C:10](=[O:23])[NH:9][C:8]2=[O:24])[CH2:6][CH2:5][CH2:4][CH2:3][CH2:2]1.C(=O)([O-])[O-].[K+].[K+].[Br:31][C:32]1[CH:39]=[CH:38][C:37]([O:40][CH3:41])=[CH:36][C:33]=1[CH2:34]Br.Cl. The catalyst is CC(N(C)C)=O. The product is [Br:31][C:32]1[CH:39]=[CH:38][C:37]([O:40][CH3:41])=[CH:36][C:33]=1[CH2:34][N:9]1[C:10](=[O:23])[C:11]([C:14]([NH:16][CH2:17][C:18]([OH:20])=[O:19])=[O:15])=[C:12]([OH:13])[N:7]([CH:1]2[CH2:6][CH2:5][CH2:4][CH2:3][CH2:2]2)[C:8]1=[O:24]. The yield is 0.290. (5) The reactants are [OH:1][C:2]1([CH2:15][CH:16]=O)[CH2:14][CH2:13][C:5]2([O:10][CH2:9][C:8]([CH3:12])([CH3:11])[CH2:7][O:6]2)[CH2:4][CH2:3]1.[Br:18][C:19]1[CH:24]=[CH:23][C:22]([C@H:25]([CH:27]2[CH2:29][CH2:28]2)[NH2:26])=[CH:21][CH:20]=1. No catalyst specified. The product is [Br:18][C:19]1[CH:20]=[CH:21][C:22]([C@@H:25]([NH:26][CH2:16][CH2:15][C:2]2([OH:1])[CH2:3][CH2:4][C:5]3([O:6][CH2:7][C:8]([CH3:12])([CH3:11])[CH2:9][O:10]3)[CH2:13][CH2:14]2)[CH:27]2[CH2:29][CH2:28]2)=[CH:23][CH:24]=1. The yield is 0.710. (6) The reactants are [I:1][C:2]1[C:6]([C:7]([O:9]CC)=[O:8])=[CH:5][N:4]([CH:12]2[CH2:17][CH2:16][CH2:15][CH2:14][O:13]2)[N:3]=1.[Li+].[OH-]. The catalyst is C1COCC1.CO.O. The product is [I:1][C:2]1[C:6]([C:7]([OH:9])=[O:8])=[CH:5][N:4]([CH:12]2[CH2:17][CH2:16][CH2:15][CH2:14][O:13]2)[N:3]=1. The yield is 0.960.